This data is from Peptide-MHC class II binding affinity with 134,281 pairs from IEDB. The task is: Regression. Given a peptide amino acid sequence and an MHC pseudo amino acid sequence, predict their binding affinity value. This is MHC class II binding data. (1) The peptide sequence is SELQIVDKIDAAFKI. The MHC is DRB1_1501 with pseudo-sequence DRB1_1501. The binding affinity (normalized) is 0.562. (2) The peptide sequence is RYLEFEALGFLNEDH. The MHC is HLA-DQA10201-DQB10301 with pseudo-sequence HLA-DQA10201-DQB10301. The binding affinity (normalized) is 0. (3) The peptide sequence is GGWWLTFGQILGLAQ. The MHC is HLA-DQA10501-DQB10201 with pseudo-sequence HLA-DQA10501-DQB10201. The binding affinity (normalized) is 0.388. (4) The peptide sequence is KGGRKPARLIVFPDLGVRVC. The MHC is DRB1_0404 with pseudo-sequence DRB1_0404. The binding affinity (normalized) is 0.541. (5) The peptide sequence is CVDAKMTEEDKENALSL. The MHC is HLA-DPA10201-DPB11401 with pseudo-sequence HLA-DPA10201-DPB11401. The binding affinity (normalized) is 0.128. (6) The peptide sequence is MMGMFNMLSTVLGVS. The MHC is DRB1_0701 with pseudo-sequence DRB1_0701. The binding affinity (normalized) is 0.543. (7) The peptide sequence is RLEFDEFVTLAAKFI. The MHC is HLA-DQA10201-DQB10202 with pseudo-sequence HLA-DQA10201-DQB10202. The binding affinity (normalized) is 0.491.